This data is from Peptide-MHC class I binding affinity with 185,985 pairs from IEDB/IMGT. The task is: Regression. Given a peptide amino acid sequence and an MHC pseudo amino acid sequence, predict their binding affinity value. This is MHC class I binding data. (1) The peptide sequence is LVLQAGFFL. The MHC is Patr-B0101 with pseudo-sequence Patr-B0101. The binding affinity (normalized) is 0.297. (2) The peptide sequence is TLLGLILFV. The MHC is H-2-Dd with pseudo-sequence H-2-Dd. The binding affinity (normalized) is 0.150. (3) The binding affinity (normalized) is 0.0847. The MHC is HLA-B15:01 with pseudo-sequence HLA-B15:01. The peptide sequence is VTRPLRTMV. (4) The peptide sequence is EPLAVIASL. The MHC is HLA-B51:01 with pseudo-sequence HLA-B51:01. The binding affinity (normalized) is 0.0847.